This data is from Full USPTO retrosynthesis dataset with 1.9M reactions from patents (1976-2016). The task is: Predict the reactants needed to synthesize the given product. (1) Given the product [C:27]([C:13]1[C:14]([C:16]2[CH:21]=[CH:20][CH:19]=[CH:18][C:17]=2[O:22][CH2:23][CH2:24][O:25][CH3:26])=[CH:15][N:11]([C:8]2[CH:9]=[CH:10][C:5]([C:4]([OH:30])=[O:3])=[C:6]([OH:29])[CH:7]=2)[CH:12]=1)#[N:28], predict the reactants needed to synthesize it. The reactants are: C([O:3][C:4](=[O:30])[C:5]1[CH:10]=[CH:9][C:8]([N:11]2[CH:15]=[C:14]([C:16]3[CH:21]=[CH:20][CH:19]=[CH:18][C:17]=3[O:22][CH2:23][CH2:24][O:25][CH3:26])[C:13]([C:27]#[N:28])=[CH:12]2)=[CH:7][C:6]=1[OH:29])C.C(O)C.[OH-].[Li+].Cl. (2) Given the product [Br:1][C:2]1[CH:9]=[C:6]([NH:7][CH3:8])[C:5]([NH2:10])=[CH:4][CH:3]=1, predict the reactants needed to synthesize it. The reactants are: [Br:1][C:2]1[CH:3]=[CH:4][C:5]([N+:10]([O-])=O)=[C:6]([CH:9]=1)[NH:7][CH3:8].C(O)(=O)C.[OH-].[Na+]. (3) Given the product [CH2:15]([O:22][C:23]1[CH:24]=[CH:25][C:26]([CH2:27][N:1]2[CH2:5][CH2:4][NH:3][C:2]2=[O:6])=[CH:29][CH:30]=1)[C:16]1[CH:17]=[CH:18][CH:19]=[CH:20][CH:21]=1, predict the reactants needed to synthesize it. The reactants are: [NH:1]1[CH2:5][CH2:4][NH:3][C:2]1=[O:6].C(=O)([O-])[O-].[K+].[K+].[I-].[K+].[CH2:15]([O:22][C:23]1[CH:30]=[CH:29][C:26]([CH2:27]Cl)=[CH:25][CH:24]=1)[C:16]1[CH:21]=[CH:20][CH:19]=[CH:18][CH:17]=1. (4) The reactants are: [NH2:1][C:2]1[S:3][CH:4]([C:20]2[CH:25]=[CH:24][C:23]([F:26])=[CH:22][CH:21]=2)[C:5]([C:8]2[CH:9]=[C:10]([CH3:19])[C:11]3[O:16][CH2:15][C:14](=[O:17])[NH:13][C:12]=3[CH:18]=2)=[CH:6][N:7]=1.Cl[CH2:28][CH:29]=O. Given the product [F:26][C:23]1[CH:24]=[CH:25][C:20]([CH:4]2[S:3][C:2]3=[N:1][CH:28]=[CH:29][N:7]3[CH:6]=[C:5]2[C:8]2[CH:9]=[C:10]([CH3:19])[C:11]3[O:16][CH2:15][C:14](=[O:17])[NH:13][C:12]=3[CH:18]=2)=[CH:21][CH:22]=1, predict the reactants needed to synthesize it. (5) Given the product [Br:9][C:8]1[C:3]([CH2:2][O:32][C:19]2[CH:20]=[CH:21][C:22]([N:24]3[C:28]([CH3:29])=[C:27]([CH3:30])[C:26]([CH3:31])=[N:25]3)=[CH:23][C:18]=2[CH3:17])=[C:4]([N:10]2[C:14](=[O:15])[N:13]([CH3:16])[N:12]=[N:11]2)[CH:5]=[CH:6][CH:7]=1, predict the reactants needed to synthesize it. The reactants are: Br[CH2:2][C:3]1[C:8]([Br:9])=[CH:7][CH:6]=[CH:5][C:4]=1[N:10]1[C:14](=[O:15])[N:13]([CH3:16])[N:12]=[N:11]1.[CH3:17][C:18]1[CH:23]=[C:22]([N:24]2[C:28]([CH3:29])=[C:27]([CH3:30])[C:26]([CH3:31])=[N:25]2)[CH:21]=[CH:20][C:19]=1[OH:32].C(=O)([O-])[O-].[K+].[K+]. (6) Given the product [Br:1][C:2]1[CH:7]=[CH:6][C:5]([S:8]([NH:13][C:14]2[S:15][CH:16]=[CH:17][N:18]=2)(=[O:10])=[O:9])=[CH:4][C:3]=1[Cl:12], predict the reactants needed to synthesize it. The reactants are: [Br:1][C:2]1[CH:7]=[CH:6][C:5]([S:8](Cl)(=[O:10])=[O:9])=[CH:4][C:3]=1[Cl:12].[NH2:13][C:14]1[S:15][CH:16]=[CH:17][N:18]=1.N1C=CC=CC=1.